This data is from Reaction yield outcomes from USPTO patents with 853,638 reactions. The task is: Predict the reaction yield, written as a fraction of the theoretical maximum amount of product (1.0 means a 100% yield; for example, 0.34 means a 34% yield). (1) The reactants are Br[C:2]1[CH:14]=[CH:13][C:5]([CH2:6][N:7]2[CH2:12][CH2:11][O:10][CH2:9][CH2:8]2)=[CH:4][CH:3]=1.[CH3:15][C:16]1([CH3:32])[C:20]([CH3:22])([CH3:21])[O:19][B:18]([B:18]2[O:19][C:20]([CH3:22])([CH3:21])[C:16]([CH3:32])([CH3:15])[O:17]2)[O:17]1.CC([O-])=O.[K+]. The catalyst is C1C=CC(P(C2C=CC=CC=2)[C-]2C=CC=C2)=CC=1.C1C=CC(P(C2C=CC=CC=2)[C-]2C=CC=C2)=CC=1.Cl[Pd]Cl.[Fe+2].O1CCOCC1. The product is [CH3:15][C:16]1([CH3:32])[C:20]([CH3:22])([CH3:21])[O:19][B:18]([C:2]2[CH:14]=[CH:13][C:5]([CH2:6][N:7]3[CH2:12][CH2:11][O:10][CH2:9][CH2:8]3)=[CH:4][CH:3]=2)[O:17]1. The yield is 0.520. (2) The reactants are [C:1]([O:5][C:6](=[O:17])[CH2:7]/[N:8]=[CH:9]/[CH2:10][C:11]1([CH2:15][CH3:16])[CH2:14][O:13][CH2:12]1)([CH3:4])([CH3:3])[CH3:2].[Cl:18][C:19]1[C:20]([F:37])=[C:21](/[CH:25]=[C:26](/[C:29]2[CH:34]=[CH:33][C:32]([Cl:35])=[CH:31][C:30]=2[F:36])\[C:27]#[N:28])[CH:22]=[CH:23][CH:24]=1.C(N(CC)CC)C.C1CCN2C(=NCCC2)CC1. The catalyst is ClCCl.C(O)(C)(C)C. The product is [C:1]([O:5][C:6]([CH:7]1[CH:25]([C:21]2[CH:22]=[CH:23][CH:24]=[C:19]([Cl:18])[C:20]=2[F:37])[C:26]([C:29]2[CH:34]=[CH:33][C:32]([Cl:35])=[CH:31][C:30]=2[F:36])([C:27]#[N:28])[CH:9]([CH2:10][C:11]2([CH2:15][CH3:16])[CH2:12][O:13][CH2:14]2)[NH:8]1)=[O:17])([CH3:4])([CH3:3])[CH3:2]. The yield is 0.580. (3) The reactants are [Br:1][C:2]1[CH:7]=[CH:6][C:5]([C:8]2[NH:9][CH:10]=[C:11]([C:13]3[N:17]([CH:18]([CH3:20])[CH3:19])[N:16]=[C:15]([CH3:21])[N:14]=3)[N:12]=2)=[C:4]([F:22])[CH:3]=1.C1(=O)O[CH2:26][CH2:25][O:24]1.CO. The catalyst is C1(C)C=CC=CC=1.C(Cl)Cl. The product is [Br:1][C:2]1[CH:7]=[CH:6][C:5]([C:8]2[N:9]([CH2:26][CH2:25][OH:24])[CH:10]=[C:11]([C:13]3[N:17]([CH:18]([CH3:19])[CH3:20])[N:16]=[C:15]([CH3:21])[N:14]=3)[N:12]=2)=[C:4]([F:22])[CH:3]=1. The yield is 0.710. (4) The reactants are COC1C=CC([N:9]2[C@H:12]([CH:13]=[C:14]([CH3:16])[CH3:15])[C@H:11]([O:17][C:18](=[O:20])[CH3:19])[C:10]2=[O:21])=CC=1. The catalyst is C(#N)C.O. The product is [C:18]([O:17][C@H:11]1[C@@H:12]([CH:13]=[C:14]([CH3:16])[CH3:15])[NH:9][C:10]1=[O:21])(=[O:20])[CH3:19]. The yield is 0.910.